This data is from Full USPTO retrosynthesis dataset with 1.9M reactions from patents (1976-2016). The task is: Predict the reactants needed to synthesize the given product. (1) Given the product [Cl:15][C:16]1[CH:21]=[C:20]([Cl:22])[CH:19]=[C:18]([CH3:23])[C:17]=1[S:24]([NH:12][C:10]1[CH:9]=[CH:8][CH:7]=[C:6]([CH2:5][O:4][CH2:3][C:2]([F:1])([F:13])[F:14])[N:11]=1)(=[O:26])=[O:25], predict the reactants needed to synthesize it. The reactants are: [F:1][C:2]([F:14])([F:13])[CH2:3][O:4][CH2:5][C:6]1[N:11]=[C:10]([NH2:12])[CH:9]=[CH:8][CH:7]=1.[Cl:15][C:16]1[CH:21]=[C:20]([Cl:22])[CH:19]=[C:18]([CH3:23])[C:17]=1[S:24](Cl)(=[O:26])=[O:25]. (2) Given the product [Cl:1][C:2]1[C:11]2[CH2:10][N:9]([C@H:12]([CH:16]([CH3:18])[CH3:17])[C:13]([NH:25][CH2:24][C:23]#[N:22])=[O:14])[C:8](=[O:19])[C:7]3=[CH:20][NH:21][C:5]([C:6]=23)=[N:4][CH:3]=1, predict the reactants needed to synthesize it. The reactants are: [Cl:1][C:2]1[C:11]2[CH2:10][N:9]([C@H:12]([CH:16]([CH3:18])[CH3:17])[C:13](O)=[O:14])[C:8](=[O:19])[C:7]3=[CH:20][NH:21][C:5]([C:6]=23)=[N:4][CH:3]=1.[NH2:22][CH2:23][C:24]#[N:25].CN(C(ON1N=NC2C=CC=NC1=2)=[N+](C)C)C.F[P-](F)(F)(F)(F)F. (3) Given the product [Br:1][C:2]1[CH:3]=[C:4]([Cl:9])[C:5]([CH2:14][C:12]#[N:13])=[N:6][CH:7]=1, predict the reactants needed to synthesize it. The reactants are: [Br:1][C:2]1[CH:3]=[C:4]([Cl:9])[C:5](Cl)=[N:6][CH:7]=1.[OH-].[K+].[C:12]([CH2:14]C(OCC)=O)#[N:13].Cl.[OH-].[Na+]. (4) Given the product [CH3:31][N:32]([CH3:33])[C:2]1[CH:3]=[C:4]([CH:22]=[CH:23][N:24]=1)[C:5]([NH:7][C:8]1[S:9][CH:10]=[C:11]([C:13]2[C:18]([CH3:19])=[CH:17][C:16]([CH3:20])=[CH:15][C:14]=2[CH3:21])[N:12]=1)=[O:6], predict the reactants needed to synthesize it. The reactants are: Cl[C:2]1[CH:3]=[C:4]([CH:22]=[CH:23][N:24]=1)[C:5]([NH:7][C:8]1[S:9][CH:10]=[C:11]([C:13]2[C:18]([CH3:19])=[CH:17][C:16]([CH3:20])=[CH:15][C:14]=2[CH3:21])[N:12]=1)=[O:6].C(=O)([O-])[O-].[Cs+].[Cs+].[CH3:31][NH:32][CH3:33].C1COCC1. (5) Given the product [CH2:8]([C:9]1[CH:18]=[C:17]2[C:12]([CH2:13][CH2:14][CH:15]([C:19]([O:21][CH3:22])=[O:20])[CH2:16]2)=[CH:11][CH:10]=1)[CH2:7][C:1]1[CH:2]=[CH:3][CH:4]=[CH:5][CH:6]=1, predict the reactants needed to synthesize it. The reactants are: [C:1]1([C:7]#[C:8][C:9]2[CH:18]=[C:17]3[C:12]([CH2:13][CH2:14][CH:15]([C:19]([O:21][CH3:22])=[O:20])[CH2:16]3)=[CH:11][CH:10]=2)[CH:6]=[CH:5][CH:4]=[CH:3][CH:2]=1. (6) Given the product [CH:16]([C:5]1([OH:4])[CH2:6][CH2:7][CH:8]([C:11]([O:13][CH2:14][CH3:15])=[O:12])[CH2:9][CH2:10]1)=[O:1], predict the reactants needed to synthesize it. The reactants are: [O:1]=[O+][O-].[OH:4][C:5]1([CH:16]=C)[CH2:10][CH2:9][CH:8]([C:11]([O:13][CH2:14][CH3:15])=[O:12])[CH2:7][CH2:6]1.CSC. (7) Given the product [O:50]=[C:46]1[CH2:47][CH2:48][CH2:49][N:45]1[CH2:44][CH2:43][CH2:42][NH:41][C:39](=[O:40])[C:38]1[CH:51]=[CH:52][C:53]([N:54]2[CH2:59][CH2:58][N:57]([C:60]3[CH:65]=[CH:64][CH:63]=[CH:62][C:61]=3[CH3:66])[CH2:56][CH2:55]2)=[C:36]([NH:35][C:68]2[N:73]=[CH:72][CH:71]=[CH:70][N:69]=2)[CH:37]=1, predict the reactants needed to synthesize it. The reactants are: CC(C1C=C(C(C)C)C(C2C=CC=CC=2P(C2CCCCC2)C2CCCCC2)=C(C(C)C)C=1)C.[NH2:35][C:36]1[CH:37]=[C:38]([CH:51]=[CH:52][C:53]=1[N:54]1[CH2:59][CH2:58][N:57]([C:60]2[CH:65]=[CH:64][CH:63]=[CH:62][C:61]=2[CH3:66])[CH2:56][CH2:55]1)[C:39]([NH:41][CH2:42][CH2:43][CH2:44][N:45]1[CH2:49][CH2:48][CH2:47][C:46]1=[O:50])=[O:40].Br[C:68]1[N:73]=[CH:72][CH:71]=[CH:70][N:69]=1.